This data is from Reaction yield outcomes from USPTO patents with 853,638 reactions. The task is: Predict the reaction yield, written as a fraction of the theoretical maximum amount of product (1.0 means a 100% yield; for example, 0.34 means a 34% yield). (1) The reactants are Br[C:2]1[CH:7]=[CH:6][CH:5]=[CH:4][N:3]=1.[CH2:8]([C:12]1[O:13][C:14]2[C:20]([CH:21]([CH3:23])[CH3:22])=[CH:19][CH:18]=[CH:17][C:15]=2[N:16]=1)[CH2:9][C:10]#[CH:11]. No catalyst specified. The product is [CH:21]([C:20]1[C:14]2[O:13][C:12]([CH2:8][CH2:9][C:10]#[C:11][C:2]3[CH:7]=[CH:6][CH:5]=[CH:4][N:3]=3)=[N:16][C:15]=2[CH:17]=[CH:18][CH:19]=1)([CH3:23])[CH3:22]. The yield is 0.0600. (2) The reactants are [CH3:1][CH2:2][CH:3]([OH:12])[CH2:4][CH2:5][CH:6]=[CH:7][CH:8]=[CH:9][CH:10]=[CH2:11].C(Cl)Cl.C[N+]1([O-])CCOCC1.C(#N)C. The catalyst is [Ru]([O-])(=O)(=O)=O.C([N+](CCC)(CCC)CCC)CC.CCCCCC. The product is [CH3:1][CH2:2][C:3](=[O:12])[CH2:4][CH2:5][CH:6]=[CH:7][CH:8]=[CH:9][CH:10]=[CH2:11]. The yield is 0.270. (3) The catalyst is ClCCl.C([O-])(=O)C.[Cu+2].C([O-])(=O)C. The reactants are [Cl:1][C:2]1[CH:7]=[C:6]([CH2:8][C:9]2[C:14](=[O:15])[NH:13][C:12]([CH3:16])=[N:11][C:10]=2[CH2:17][CH2:18][CH3:19])[CH:5]=[CH:4][C:3]=1[C:20]1[C:21]([C:26]#[N:27])=[CH:22][CH:23]=[CH:24][CH:25]=1.[CH3:28][C:29]1([CH3:41])[CH2:33][C:32]2[CH:34]=[C:35](B(O)O)[CH:36]=[CH:37][C:31]=2[O:30]1.C([N:44](CC)CC)C.N1C=CC=CC=1.[C:55]([O:58]CC)(=[O:57])C. The yield is 0.750. The product is [Cl:1][C:2]1[CH:7]=[C:6]([CH2:8][C:9]2[C:14](=[O:15])[N:13]([C:35]3[CH:36]=[CH:37][C:31]4[O:30][C:29]([CH3:41])([CH3:28])[CH2:33][C:32]=4[CH:34]=3)[C:12]([CH3:16])=[N:11][C:10]=2[CH2:17][CH2:18][CH3:19])[CH:5]=[CH:4][C:3]=1[C:20]1[CH:25]=[CH:24][CH:23]=[CH:22][C:21]=1[C:26]1[NH:44][C:55](=[O:57])[O:58][N:27]=1. (4) The reactants are O=[O+][O-].[CH3:4][C@@H:5]([C@@H:13]1[C@@:17]2([CH3:32])[CH2:18][CH2:19][CH2:20]/[C:21](=[CH:22]\[CH:23]=[C:24]3\[CH2:25][C@@H:26]([OH:31])[CH2:27][CH2:28][C:29]\3=C)/[C@@H:16]2[CH2:15][CH2:14]1)/[CH:6]=[CH:7]/[C@@H](C(C)C)C.N1C=CC=CC=1.[BH4-].[Na+].[CH3:41][OH:42]. No catalyst specified. The product is [CH3:7][CH2:6][C@@H:5]([C@@H:13]1[C@@:17]2([CH3:32])[CH2:18][CH2:19][CH2:20]/[C:21](=[CH:22]\[CH:23]=[C:24]3[CH2:29][C@@H:41]([OH:42])[C:27](=[CH2:28])[C@H:26]([OH:31])[CH2:25]3)/[C@@H:16]2[CH2:15][CH2:14]1)[CH3:4]. The yield is 0.750. (5) The yield is 0.856. The product is [Br:17][C:18]1[C:19]([Cl:29])=[C:20]([OH:28])[C:21]([S:24]([CH3:27])(=[O:26])=[O:25])=[CH:22][CH:23]=1. The catalyst is O.N1C=CC=CC=1. The reactants are BrC1C=CC(S(C)(=O)=O)=C(Cl)C=1Cl.[OH-].[Na+].[Na].[Br:17][C:18]1[C:19]([Cl:29])=[C:20]([OH:28])[C:21]([S:24]([CH3:27])(=[O:26])=[O:25])=[CH:22][CH:23]=1.Cl.